This data is from Peptide-MHC class I binding affinity with 185,985 pairs from IEDB/IMGT. The task is: Regression. Given a peptide amino acid sequence and an MHC pseudo amino acid sequence, predict their binding affinity value. This is MHC class I binding data. (1) The peptide sequence is SSYRMGINK. The MHC is HLA-A26:01 with pseudo-sequence HLA-A26:01. The binding affinity (normalized) is 0.0847. (2) The peptide sequence is ERNEQGQTL. The MHC is HLA-B08:01 with pseudo-sequence HLA-B08:01. The binding affinity (normalized) is 0.0847. (3) The peptide sequence is VPHVIEEVM. The MHC is HLA-B44:02 with pseudo-sequence HLA-B44:02. The binding affinity (normalized) is 0.0847.